From a dataset of NCI-60 drug combinations with 297,098 pairs across 59 cell lines. Regression. Given two drug SMILES strings and cell line genomic features, predict the synergy score measuring deviation from expected non-interaction effect. Drug 1: CN1C(=O)N2C=NC(=C2N=N1)C(=O)N. Drug 2: CNC(=O)C1=NC=CC(=C1)OC2=CC=C(C=C2)NC(=O)NC3=CC(=C(C=C3)Cl)C(F)(F)F. Cell line: SN12C. Synergy scores: CSS=-4.71, Synergy_ZIP=2.71, Synergy_Bliss=1.81, Synergy_Loewe=-1.57, Synergy_HSA=-2.30.